This data is from Peptide-MHC class I binding affinity with 185,985 pairs from IEDB/IMGT. The task is: Regression. Given a peptide amino acid sequence and an MHC pseudo amino acid sequence, predict their binding affinity value. This is MHC class I binding data. (1) The peptide sequence is YTVAYQATV. The MHC is HLA-A02:06 with pseudo-sequence HLA-A02:06. The binding affinity (normalized) is 0.851. (2) The peptide sequence is ARYSNFAWY. The MHC is HLA-B08:03 with pseudo-sequence HLA-B08:03. The binding affinity (normalized) is 0.0847. (3) The peptide sequence is VGNVYVKF. The MHC is Mamu-A11 with pseudo-sequence Mamu-A11. The binding affinity (normalized) is 0.